The task is: Predict the reactants needed to synthesize the given product.. This data is from Full USPTO retrosynthesis dataset with 1.9M reactions from patents (1976-2016). (1) The reactants are: [C:1]([C:4]1[CH:9]=[CH:8][C:7]([S:10]([NH:13][C:14]2[CH:19]=[CH:18][C:17]([Cl:20])=[CH:16][C:15]=2[N:21]2[C:29]3[C:24](=[N:25][CH:26]=[CH:27][CH:28]=3)[N:23]=[N:22]2)(=[O:12])=[O:11])=[CH:6][CH:5]=1)(=O)[CH3:2].N.CO.C([BH3-])#[N:34].[Na+]. Given the product [NH2:34][CH:1]([C:4]1[CH:9]=[CH:8][C:7]([S:10]([NH:13][C:14]2[CH:19]=[CH:18][C:17]([Cl:20])=[CH:16][C:15]=2[N:21]2[C:29]3[C:24](=[N:25][CH:26]=[CH:27][CH:28]=3)[N:23]=[N:22]2)(=[O:12])=[O:11])=[CH:6][CH:5]=1)[CH3:2], predict the reactants needed to synthesize it. (2) Given the product [Cl:8][C:5]1[N:4]=[CH:3][C:2]([CH:28]2[CH:29]=[CH:30][CH2:31][O:27]2)=[CH:7][N:6]=1, predict the reactants needed to synthesize it. The reactants are: Br[C:2]1[CH:3]=[N:4][C:5]([Cl:8])=[N:6][CH:7]=1.F[B-](F)(F)F.C([PH+](C(C)(C)C)C(C)(C)C)(C)(C)C.[O:27]1[CH:31]=[CH:30][CH2:29][CH2:28]1.CN(C1CCCCC1)C1CCCCC1. (3) Given the product [BrH:23].[CH2:26]([C:25]1[N:20]=[C:19]([C@@H:8]([NH2:7])[CH2:9][C:10]2[CH:11]=[CH:12][C:13]([N+:16]([O-:18])=[O:17])=[CH:14][CH:15]=2)[S:21][CH:24]=1)[CH3:27], predict the reactants needed to synthesize it. The reactants are: C(OC(=O)[NH:7][C@H:8]([C:19](=[S:21])[NH2:20])[CH2:9][C:10]1[CH:15]=[CH:14][C:13]([N+:16]([O-:18])=[O:17])=[CH:12][CH:11]=1)(C)(C)C.[Br:23][CH2:24][C:25](=O)[CH2:26][CH3:27].C(OCC)C. (4) Given the product [C:18]([N:20]1[CH2:21][CH:22]=[C:23]([O:26][S:34]([C:37]([F:40])([F:39])[F:38])(=[O:36])=[O:35])[CH2:24][CH2:25]1)([O:17][C:13]([CH3:16])([CH3:14])[CH3:15])=[O:19], predict the reactants needed to synthesize it. The reactants are: C(NC(C)C)(C)C.C([Li])CCC.[C:13]([O:17][C:18]([N:20]1[CH2:25][CH2:24][C:23](=[O:26])[CH2:22][CH2:21]1)=[O:19])([CH3:16])([CH3:15])[CH3:14].C1C=CC(N([S:34]([C:37]([F:40])([F:39])[F:38])(=[O:36])=[O:35])[S:34]([C:37]([F:40])([F:39])[F:38])(=[O:36])=[O:35])=CC=1. (5) Given the product [C:27]1([C:26]([N:20]2[C:21]3[C:17](=[CH:16][C:15]([C:3]([OH:4])([C:5]4[C:13]5[C:8](=[CH:9][CH:10]=[CH:11][CH:12]=5)[N:7]([CH3:14])[CH:6]=4)[C:2]([F:1])([F:24])[F:25])=[CH:23][CH:22]=3)[CH:18]=[N:19]2)=[O:33])[CH:32]=[CH:31][CH:30]=[CH:29][CH:28]=1, predict the reactants needed to synthesize it. The reactants are: [F:1][C:2]([F:25])([F:24])[C:3]([C:15]1[CH:16]=[C:17]2[C:21](=[CH:22][CH:23]=1)[NH:20][N:19]=[CH:18]2)([C:5]1[C:13]2[C:8](=[CH:9][CH:10]=[CH:11][CH:12]=2)[N:7]([CH3:14])[CH:6]=1)[OH:4].[C:26](Cl)(=[O:33])[C:27]1[CH:32]=[CH:31][CH:30]=[CH:29][CH:28]=1. (6) Given the product [C:25]1([N:24]2[CH:5]=[N:4][N:3]=[C:2]2[C:6]2[CH:23]=[CH:22][C:9]([O:10][CH2:11][C:12]3[CH:21]=[CH:20][C:19]4[C:14](=[CH:15][CH:16]=[CH:17][CH:18]=4)[N:13]=3)=[CH:8][CH:7]=2)[CH:30]=[CH:29][CH:28]=[CH:27][CH:26]=1, predict the reactants needed to synthesize it. The reactants are: O1[CH:5]=[N:4][N:3]=[C:2]1[C:6]1[CH:23]=[CH:22][C:9]([O:10][CH2:11][C:12]2[CH:21]=[CH:20][C:19]3[C:14](=[CH:15][CH:16]=[CH:17][CH:18]=3)[N:13]=2)=[CH:8][CH:7]=1.[NH2:24][C:25]1[CH:30]=[CH:29][CH:28]=[CH:27][CH:26]=1.C(=O)(O)[O-].[Na+]. (7) Given the product [CH3:1][O:2][C:3]1[C:4]([CH2:8][CH2:9][O:10][S:23]([C:20]2[CH:21]=[CH:22][C:17]([CH3:27])=[CH:18][CH:19]=2)(=[O:25])=[O:24])=[CH:5][S:6][CH:7]=1, predict the reactants needed to synthesize it. The reactants are: [CH3:1][O:2][C:3]1[C:4]([CH2:8][CH2:9][OH:10])=[CH:5][S:6][CH:7]=1.N1C=CC=CC=1.[C:17]1([CH3:27])[CH:22]=[CH:21][C:20]([S:23](Cl)(=[O:25])=[O:24])=[CH:19][CH:18]=1. (8) Given the product [CH3:22][O:21][C:18]1[CH:17]=[CH:16][C:15]([CH2:14][NH:13][C:11]([C:6]2[CH:5]=[C:4]([C:3]3[CH2:23][CH:24]([C:25]4[CH:30]=[CH:29][CH:28]=[CH:27][CH:26]=4)[O:1][N:2]=3)[N:9]=[C:8]([CH3:10])[N:7]=2)=[O:12])=[CH:20][CH:19]=1, predict the reactants needed to synthesize it. The reactants are: [OH:1][N:2]=[CH:3][C:4]1[N:9]=[C:8]([CH3:10])[N:7]=[C:6]([C:11]([NH:13][CH2:14][C:15]2[CH:20]=[CH:19][C:18]([O:21][CH3:22])=[CH:17][CH:16]=2)=[O:12])[CH:5]=1.[CH2:23]=[CH:24][C:25]1[CH:30]=[CH:29][CH:28]=[CH:27][CH:26]=1.Cl[O-].[Na+]. (9) The reactants are: [F:1][C:2]1[CH:8]=[C:7](I)[CH:6]=[CH:5][C:3]=1[NH2:4].[CH3:10][N:11]1[CH2:17][CH2:16][CH2:15][NH:14][CH2:13][CH2:12]1.C(O)CO.[O-]P([O-])([O-])=O.[K+].[K+].[K+]. Given the product [CH3:10][N:11]1[CH2:17][CH2:16][CH2:15][N:14]([C:7]2[CH:6]=[CH:5][C:3]([NH2:4])=[C:2]([F:1])[CH:8]=2)[CH2:13][CH2:12]1, predict the reactants needed to synthesize it.